From a dataset of Full USPTO retrosynthesis dataset with 1.9M reactions from patents (1976-2016). Predict the reactants needed to synthesize the given product. (1) Given the product [F:1][C:2]([F:13])([F:12])[O:3][C:4]1[CH:5]=[C:6](/[CH:7]=[N:20]/[S@:18]([C:15]([CH3:17])([CH3:16])[CH3:14])=[O:19])[CH:9]=[CH:10][CH:11]=1, predict the reactants needed to synthesize it. The reactants are: [F:1][C:2]([F:13])([F:12])[O:3][C:4]1[CH:5]=[C:6]([CH:9]=[CH:10][CH:11]=1)[CH:7]=O.[CH3:14][C:15]([S@@:18]([NH2:20])=[O:19])([CH3:17])[CH3:16]. (2) Given the product [Cl:18][C:5]1[C:6]([C:8]2[C:16]3[C:11](=[CH:12][CH:13]=[CH:14][CH:15]=3)[N:10]([CH3:17])[CH:9]=2)=[N:7][C:2]([NH:36][C:35]2[CH:37]=[C:38]([N+:39]([O-:41])=[O:40])[C:32]([F:31])=[CH:33][C:34]=2[O:42][CH3:43])=[N:3][CH:4]=1, predict the reactants needed to synthesize it. The reactants are: Cl[C:2]1[N:7]=[C:6]([C:8]2[C:16]3[C:11](=[CH:12][CH:13]=[CH:14][CH:15]=3)[N:10]([CH3:17])[CH:9]=2)[C:5]([Cl:18])=[CH:4][N:3]=1.O.C1(C)C=CC(S(O)(=O)=O)=CC=1.[F:31][C:32]1[C:38]([N+:39]([O-:41])=[O:40])=[CH:37][C:35]([NH2:36])=[C:34]([O:42][CH3:43])[CH:33]=1. (3) The reactants are: Cl[S:2]([C:5]1[CH:6]=[CH:7][C:8]([F:14])=[C:9]([CH:13]=1)[C:10]([OH:12])=[O:11])(=[O:4])=[O:3].S([O-])([O-])=O.[Na+].[Na+].[OH-].[Na+].OS(O)(=O)=O. Given the product [F:14][C:8]1[CH:7]=[CH:6][C:5]([S:2]([OH:4])=[O:3])=[CH:13][C:9]=1[C:10]([OH:12])=[O:11], predict the reactants needed to synthesize it. (4) Given the product [Cl:1][C:2]1[CH:11]=[C:10]2[C:5]([C:6]([N:12]3[CH2:17][CH2:16][N:15]([C:18](=[O:25])/[CH:19]=[CH:20]/[CH2:21][N:22]([CH3:24])[CH3:23])[CH:14]([C:26]#[N:28])[CH2:13]3)=[N:7][CH:8]=[N:9]2)=[CH:4][C:3]=1[C:29]1[CH:30]=[CH:31][C:32]([Cl:35])=[CH:33][CH:34]=1, predict the reactants needed to synthesize it. The reactants are: [Cl:1][C:2]1[CH:11]=[C:10]2[C:5]([C:6]([N:12]3[CH2:17][CH2:16][N:15]([C:18](=[O:25])/[CH:19]=[CH:20]/[CH2:21][N:22]([CH3:24])[CH3:23])[CH:14]([C:26]([NH2:28])=O)[CH2:13]3)=[N:7][CH:8]=[N:9]2)=[CH:4][C:3]=1[C:29]1[CH:34]=[CH:33][C:32]([Cl:35])=[CH:31][CH:30]=1.CCN(CC)CC.C(OC(C(F)(F)F)=O)(C(F)(F)F)=O. (5) Given the product [CH:9]1([C:12]([N:6]2[CH2:5][CH:4]([OH:8])[CH:3]([CH2:1][CH3:2])[CH2:7]2)=[O:13])[CH2:11][CH2:10]1, predict the reactants needed to synthesize it. The reactants are: [CH2:1]([C@@H:3]1[CH2:7][NH:6][CH2:5][C@H:4]1[OH:8])[CH3:2].[CH:9]1([C:12](Cl)=[O:13])[CH2:11][CH2:10]1.C(N(CC)CC)C.O. (6) Given the product [CH3:3][CH:2]([CH3:4])[CH:8]([OH:9])[C:7]([C:12]([F:13])([F:14])[F:15])([OH:6])[C:16]([F:19])([F:18])[F:17], predict the reactants needed to synthesize it. The reactants are: [Mg].[CH:2](Cl)([CH3:4])[CH3:3].[OH:6][C:7]([C:16]([F:19])([F:18])[F:17])([C:12]([F:15])([F:14])[F:13])[C:8](OC)=[O:9].[Cl-].[NH4+].